From a dataset of Retrosynthesis with 50K atom-mapped reactions and 10 reaction types from USPTO. Predict the reactants needed to synthesize the given product. (1) Given the product C=C1C[C@@H](C(=O)O)[C@H](C(=O)Nc2ccc(Cl)cc2)C1, predict the reactants needed to synthesize it. The reactants are: C=C1C[C@@H](C(=O)Nc2ccc(Cl)cc2)[C@H](C(=O)OC)C1. (2) Given the product COC(=O)c1cc(C)cc(CO)c1, predict the reactants needed to synthesize it. The reactants are: COC(=O)c1cc(Br)cc(CO)c1.O=C([O-])[O-].